Predict the reaction yield, written as a fraction of the theoretical maximum amount of product (1.0 means a 100% yield; for example, 0.34 means a 34% yield). From a dataset of Reaction yield outcomes from USPTO patents with 853,638 reactions. (1) The reactants are [NH:1]1[C:9]2[C:4](=[CH:5][CH:6]=[C:7]3[O:12][CH2:11][CH2:10][C:8]3=2)[CH:3]=[C:2]1C(O)=O.O1C2C=C3C(CCN3)=CC=2C=C1C(O)=O.CCCCCCC. The catalyst is C1(OC2C=CC=CC=2)C=CC=CC=1. The product is [NH:1]1[C:9]2[C:4](=[CH:5][CH:6]=[C:7]3[O:12][CH2:11][CH2:10][C:8]3=2)[CH:3]=[CH:2]1. The yield is 0.0540. (2) The reactants are [C:1]1([C:7]2[O:8][C:9]([C:15]([F:18])([F:17])[F:16])=[C:10]([C:12]([OH:14])=O)[N:11]=2)[CH:6]=[CH:5][CH:4]=[CH:3][CH:2]=1.C(Cl)CCl.[Cl:23][C:24]1[N:29]=[CH:28][C:27]([NH2:30])=[CH:26][CH:25]=1.C1C=CC2N(O)N=NC=2C=1. The catalyst is CC#N.C1COCC1. The product is [Cl:23][C:24]1[N:29]=[CH:28][C:27]([NH:30][C:12]([C:10]2[N:11]=[C:7]([C:1]3[CH:2]=[CH:3][CH:4]=[CH:5][CH:6]=3)[O:8][C:9]=2[C:15]([F:18])([F:17])[F:16])=[O:14])=[CH:26][CH:25]=1. The yield is 0.270.